This data is from Forward reaction prediction with 1.9M reactions from USPTO patents (1976-2016). The task is: Predict the product of the given reaction. Given the reactants Br[C:2]1[CH:3]=[C:4]([C:8]([C:10]2[CH:11]=[C:12]([C:22]3[CH:27]=[CH:26][CH:25]=[CH:24][CH:23]=3)[CH:13]=[C:14]([C:16]3[CH:21]=[CH:20][CH:19]=[CH:18][CH:17]=3)[CH:15]=2)=[O:9])[CH:5]=[CH:6][CH:7]=1.[CH:28](B(O)O)=[CH:29][C:30]1[CH:35]=[CH:34][CH:33]=[CH:32][CH:31]=1.C(=O)([O-])[O-].[Na+].[Na+], predict the reaction product. The product is: [CH:29]([C:30]1[CH:35]=[CH:34][C:33]([C:6]2[CH:7]=[CH:2][CH:3]=[C:4]([C:8]([C:10]3[CH:11]=[C:12]([C:22]4[CH:27]=[CH:26][CH:25]=[CH:24][CH:23]=4)[CH:13]=[C:14]([C:16]4[CH:17]=[CH:18][CH:19]=[CH:20][CH:21]=4)[CH:15]=3)=[O:9])[CH:5]=2)=[CH:32][CH:31]=1)=[CH2:28].